From a dataset of Catalyst prediction with 721,799 reactions and 888 catalyst types from USPTO. Predict which catalyst facilitates the given reaction. (1) Reactant: C([O-])=O.[NH4+].C([O:12][C:13]1[C:18]([O:19][CH3:20])=[CH:17][C:16]([N:21]2[C:29]3[C:24](=[CH:25][CH:26]=[CH:27][CH:28]=3)[C:23]([C:30]([N:32]([CH:40]3[CH2:45][CH2:44][CH2:43][CH2:42][CH2:41]3)[C:33]3[CH:38]=[CH:37][C:36]([OH:39])=[CH:35][CH:34]=3)=[O:31])=[CH:22]2)=[C:15]([C:46]([N:48]2[C@H:57]([CH2:58][N:59]3[CH2:64][CH2:63][N:62]([CH3:65])[CH2:61][CH2:60]3)[CH2:56][C:55]3[C:50](=[CH:51][CH:52]=[CH:53][CH:54]=3)[CH2:49]2)=[O:47])[CH:14]=1)C1C=CC=CC=1. Product: [CH:40]1([N:32]([C:33]2[CH:38]=[CH:37][C:36]([OH:39])=[CH:35][CH:34]=2)[C:30]([C:23]2[C:24]3[C:29](=[CH:28][CH:27]=[CH:26][CH:25]=3)[N:21]([C:16]3[CH:17]=[C:18]([O:19][CH3:20])[C:13]([OH:12])=[CH:14][C:15]=3[C:46]([N:48]3[C@H:57]([CH2:58][N:59]4[CH2:60][CH2:61][N:62]([CH3:65])[CH2:63][CH2:64]4)[CH2:56][C:55]4[C:50](=[CH:51][CH:52]=[CH:53][CH:54]=4)[CH2:49]3)=[O:47])[CH:22]=2)=[O:31])[CH2:45][CH2:44][CH2:43][CH2:42][CH2:41]1. The catalyst class is: 43. (2) Reactant: CN(C)/[N:3]=[CH:4]/[C:5]([CH3:7])=[CH2:6].C(OC(=O)C)(=O)C.Br[C:17]1[C:18](=[O:25])[CH:19]=[C:20]([CH3:24])[C:21](=[O:23])[CH:22]=1. Product: [CH3:7][C:5]1[CH:4]=[N:3][C:22]2[C:21](=[O:23])[C:20]([CH3:24])=[CH:19][C:18](=[O:25])[C:17]=2[CH:6]=1. The catalyst class is: 23. (3) Reactant: [Cl:1][C:2]1[N:7]=[C:6]([C:8]2[CH:9]=[N:10][N:11]([C:13]3([CH2:26][C:27]#[N:28])[CH2:18][CH2:17][N:16]([C:19]([O:21]C(C)(C)C)=O)[CH2:15][CH2:14]3)[CH:12]=2)[CH:5]=[CH:4][N:3]=1.Cl.C(N(CC)CC)C.[O:37]1[C:41](C(Cl)=O)=[CH:40][CH:39]=[N:38]1. Product: [Cl:1][C:2]1[N:7]=[C:6]([C:8]2[CH:9]=[N:10][N:11]([C:13]3([CH2:26][C:27]#[N:28])[CH2:18][CH2:17][N:16]([C:19]([C:41]4[O:37][N:38]=[CH:39][CH:40]=4)=[O:21])[CH2:15][CH2:14]3)[CH:12]=2)[CH:5]=[CH:4][N:3]=1. The catalyst class is: 258. (4) Reactant: Cl[CH2:2][CH2:3][N:4]1[C:8]2=[N:9][C:10]([C:20]([F:29])([F:28])[C:21]3[CH:26]=[CH:25][C:24]([F:27])=[CH:23][CH:22]=3)=[N:11][C:12]([NH:13][C:14]3[CH:18]=[C:17]([CH3:19])[NH:16][N:15]=3)=[C:7]2[CH:6]=[N:5]1.C[O-].[Na+].CO.[I-].[K+].C1OCCOCCOCCOCCOC1.C[O-].[Na+]. Product: [F:29][C:20]([F:28])([C:21]1[CH:26]=[CH:25][C:24]([F:27])=[CH:23][CH:22]=1)[C:10]1[N:9]=[C:8]2[N:4]([CH:3]=[CH2:2])[N:5]=[CH:6][C:7]2=[C:12]([NH:13][C:14]2[CH:18]=[C:17]([CH3:19])[NH:16][N:15]=2)[N:11]=1. The catalyst class is: 36. (5) Reactant: [F:1][C:2]1[C:3]([CH:18]=[N:19][C@H:20]([CH:24]([CH3:26])[CH3:25])[CH:21]([OH:23])[CH3:22])=[N:4][C:5]([C:8]2[CH:13]=[CH:12][C:11]([C:14]([F:17])([F:16])[F:15])=[CH:10][CH:9]=2)=[CH:6][CH:7]=1.[H][H]. Product: [F:1][C:2]1[C:3]([CH2:18][NH:19][C@H:20]([CH:24]([CH3:26])[CH3:25])[CH:21]([OH:23])[CH3:22])=[N:4][C:5]([C:8]2[CH:9]=[CH:10][C:11]([C:14]([F:17])([F:15])[F:16])=[CH:12][CH:13]=2)=[CH:6][CH:7]=1. The catalyst class is: 446. (6) Reactant: [NH2:1][C:2]1[N:10]=[CH:9][CH:8]=[CH:7][C:3]=1[C:4]([OH:6])=O.ON1C2C=CC=CC=2N=N1.CCN=C=NCCCN(C)C.[Cl:32][C:33]1[CH:47]=[CH:46][C:36]([O:37][C:38]2[CH:39]=[C:40]([CH:43]=[CH:44][CH:45]=2)[CH2:41][NH2:42])=[CH:35][CH:34]=1.C(=O)(O)[O-].[Na+]. Product: [Cl:32][C:33]1[CH:47]=[CH:46][C:36]([O:37][C:38]2[CH:39]=[C:40]([CH2:41][NH:42][C:4](=[O:6])[C:3]3[CH:7]=[CH:8][CH:9]=[N:10][C:2]=3[NH2:1])[CH:43]=[CH:44][CH:45]=2)=[CH:35][CH:34]=1. The catalyst class is: 3.